Dataset: Full USPTO retrosynthesis dataset with 1.9M reactions from patents (1976-2016). Task: Predict the reactants needed to synthesize the given product. (1) Given the product [C:1]([O:4][CH2:5][C:6]1[C:11]([N:12]2[C:13](=[O:25])[C:14]3[S:20][C:19]4[CH2:21][CH2:22][CH2:23][CH2:24][C:18]=4[C:15]=3[CH2:16][CH2:17]2)=[CH:10][C:9]([F:26])=[CH:8][C:7]=1[C:37]1[CH:38]=[C:39]([NH:45][C:46]2[CH:51]=[CH:50][C:49]([N:52]3[CH2:53][CH2:54][N:55]([CH3:58])[CH2:56][CH2:57]3)=[CH:48][N:47]=2)[C:40](=[O:44])[N:41]([CH3:43])[CH:42]=1)(=[O:3])[CH3:2], predict the reactants needed to synthesize it. The reactants are: [C:1]([O:4][CH2:5][C:6]1[C:11]([N:12]2[CH2:17][CH2:16][C:15]3[C:18]4[CH2:24][CH2:23][CH2:22][CH2:21][C:19]=4[S:20][C:14]=3[C:13]2=[O:25])=[CH:10][C:9]([F:26])=[CH:8][C:7]=1B1OC(C)(C)C(C)(C)O1)(=[O:3])[CH3:2].Br[C:37]1[CH:38]=[C:39]([NH:45][C:46]2[CH:51]=[CH:50][C:49]([N:52]3[CH2:57][CH2:56][N:55]([CH3:58])[CH2:54][CH2:53]3)=[CH:48][N:47]=2)[C:40](=[O:44])[N:41]([CH3:43])[CH:42]=1.CC(O[Na])=O.[O-]P([O-])([O-])=O.[K+].[K+].[K+]. (2) Given the product [Cl:1][CH2:2][CH2:3][O:4][C:14]1[CH:19]=[C:18]([F:20])[CH:17]=[CH:16][C:15]=1[N+:21]([O-:23])=[O:22], predict the reactants needed to synthesize it. The reactants are: [Cl:1][CH2:2][CH2:3][OH:4].[Li+].CC([N-]C(C)C)C.F[C:14]1[CH:19]=[C:18]([F:20])[CH:17]=[CH:16][C:15]=1[N+:21]([O-:23])=[O:22]. (3) Given the product [F:16][C:17]1[CH:18]=[CH:19][C:20]([CH3:26])=[C:21]([NH:23][C:24]2[O:8][C:7]3[CH:6]=[C:5]([CH2:9][C:10]([O:12][CH2:13][CH3:14])=[O:11])[CH:4]=[C:3]([F:15])[C:2]=3[N:1]=2)[CH:22]=1, predict the reactants needed to synthesize it. The reactants are: [NH2:1][C:2]1[C:7]([OH:8])=[CH:6][C:5]([CH2:9][C:10]([O:12][CH2:13][CH3:14])=[O:11])=[CH:4][C:3]=1[F:15].[F:16][C:17]1[CH:18]=[CH:19][C:20]([CH3:26])=[C:21]([N:23]=[C:24]=S)[CH:22]=1.